From a dataset of Reaction yield outcomes from USPTO patents with 853,638 reactions. Predict the reaction yield, written as a fraction of the theoretical maximum amount of product (1.0 means a 100% yield; for example, 0.34 means a 34% yield). (1) The catalyst is CN(C)C=O. The yield is 0.520. The product is [Br:1][C:2]1[CH:3]=[C:4]([O:11][CH3:12])[C:5]2[O:10][CH2:9][O:8][C:6]=2[CH:7]=1. The reactants are [Br:1][C:2]1[CH:7]=[C:6]([O:8][CH3:9])[C:5]([OH:10])=[C:4]([OH:11])[CH:3]=1.[C:12](=O)([O-])[O-].[K+].[K+].BrCBr. (2) The reactants are [CH3:1][C:2]1[CH:7]=[CH:6][CH:5]=[C:4]([CH3:8])[C:3]=1[OH:9].C(=O)([O-])[O-].[K+].[K+].F[C:17]1[CH:22]=[CH:21][C:20]([N+:23]([O-:25])=[O:24])=[CH:19][C:18]=1[CH3:26].CN(C=O)C. The catalyst is O. The product is [CH3:1][C:2]1[CH:7]=[CH:6][CH:5]=[C:4]([CH3:8])[C:3]=1[O:9][C:17]1[CH:22]=[CH:21][C:20]([N+:23]([O-:25])=[O:24])=[CH:19][C:18]=1[CH3:26]. The yield is 0.920. (3) The reactants are [Cl:1][C:2]1[N:10]=[C:9]2[C:5]([N:6]=[CH:7][NH:8]2)=[C:4]([N:11]2[CH2:16][CH2:15][O:14][CH2:13][C@H:12]2[CH3:17])[N:3]=1.CI.[C:20]([O-])([O-])=O.[K+].[K+]. The catalyst is C1COCC1. The product is [Cl:1][C:2]1[N:10]=[C:9]2[C:5]([N:6]=[CH:7][N:8]2[CH3:20])=[C:4]([N:11]2[CH2:16][CH2:15][O:14][CH2:13][C@H:12]2[CH3:17])[N:3]=1. The yield is 0.830. (4) The reactants are [C:1]([C:3]1[CH:4]=[C:5]([NH:9][C:10]2[C:19]3[C:14](=[CH:15][C:16]([N+:20]([O-])=O)=[CH:17][CH:18]=3)[N:13]=[CH:12][N:11]=2)[CH:6]=[CH:7][CH:8]=1)#[CH:2].Cl[Sn]Cl. The catalyst is C(OCC)(=O)C. The product is [C:1]([C:3]1[CH:4]=[C:5]([NH:9][C:10]2[C:19]3[C:14](=[CH:15][C:16]([NH2:20])=[CH:17][CH:18]=3)[N:13]=[CH:12][N:11]=2)[CH:6]=[CH:7][CH:8]=1)#[CH:2]. The yield is 0.860. (5) The reactants are [OH:1][C@@H:2]1[CH2:7][N:6]([C:8]([O:10][CH3:11])=[O:9])[C@H:5]([C:12]([N:14]2[CH2:19][CH2:18][N:17]([C:20]3[CH:25]=[CH:24][CH:23]=[CH:22][CH:21]=3)[CH2:16][CH2:15]2)=[O:13])[C@@H:4]([C:26](OC)=[O:27])[CH2:3]1.O[C@@H:31]1[CH2:36][NH:35][C@H:34]([C:37]([OH:39])=O)[C@@H:33](C(OC)=O)[CH2:32]1.C1(N2CCNCC2)C=CC=CC=1.F[P-](F)(F)(F)(F)F.[N:63]1([O:72][P+](N(C)C)(N(C)C)N(C)C)C2C=CC=CC=2N=N1.CN(C)C=[O:86].C(N(CC)C(C)C)(C)C.C(Cl)Cl.ClC(OC)=O. The catalyst is CN(C1C=CN=CC=1)C. The product is [OH:72][NH:63][C:26]([C@H:4]1[CH2:3][C@H:2]([O:1][C:36]([N:35]2[CH2:31][CH2:32][CH2:33][C@H:34]2[CH2:37][OH:39])=[O:86])[CH2:7][N:6]([C:8]([O:10][CH3:11])=[O:9])[C@@H:5]1[C:12]([N:14]1[CH2:15][CH2:16][N:17]([C:20]2[CH:21]=[CH:22][CH:23]=[CH:24][CH:25]=2)[CH2:18][CH2:19]1)=[O:13])=[O:27]. The yield is 0.857. (6) The reactants are [Cl-].[NH4+:2].[OH-].[NH4+].Cl[O-].[Na+].[NH:8]1[CH:12]=[C:11]([C:13]([O:15][CH2:16][CH3:17])=[O:14])[CH:10]=[C:9]1[C:18]([O:20][CH2:21][CH3:22])=[O:19].[OH-].[Na+].NCl. The catalyst is CC(OC)(C)C.CN(C=O)C. The product is [NH2:2][N:8]1[CH:12]=[C:11]([C:13]([O:15][CH2:16][CH3:17])=[O:14])[CH:10]=[C:9]1[C:18]([O:20][CH2:21][CH3:22])=[O:19]. The yield is 0.950.